Dataset: Reaction yield outcomes from USPTO patents with 853,638 reactions. Task: Predict the reaction yield, written as a fraction of the theoretical maximum amount of product (1.0 means a 100% yield; for example, 0.34 means a 34% yield). (1) The reactants are C(OC([N:8]1[C:16]2[C:11](=[CH:12][CH:13]=[C:14]([O:17][CH2:18][CH3:19])[CH:15]=2)[CH:10]=[C:9]1[C:20]1[CH:25]=[CH:24][C:23]([N+:26]([O-:28])=[O:27])=[CH:22][CH:21]=1)=O)(C)(C)C.C(O)(C(F)(F)F)=O. The catalyst is C(Cl)Cl. The product is [CH2:18]([O:17][C:14]1[CH:15]=[C:16]2[C:11]([CH:10]=[C:9]([C:20]3[CH:21]=[CH:22][C:23]([N+:26]([O-:28])=[O:27])=[CH:24][CH:25]=3)[NH:8]2)=[CH:12][CH:13]=1)[CH3:19]. The yield is 0.680. (2) The reactants are [C:1]([O:5][C:6]([N:8]1[CH2:25][CH2:24][N:11]2[C:12](=[O:23])[C:13]3[C:18]([CH:10]2[CH:9]1[CH3:26])=[CH:17][CH:16]=[CH:15][C:14]=3[C:19]([F:22])([F:21])[F:20])=[O:7])([CH3:4])([CH3:3])[CH3:2].Cl.S(=O)(=O)(O)O.[Br:33]N1C(=O)CCC1=O. No catalyst specified. The product is [C:1]([O:5][C:6]([N:8]1[CH2:25][CH2:24][N:11]2[C:12](=[O:23])[C:13]3[C:18]([CH:10]2[CH:9]1[CH3:26])=[CH:17][C:16]([Br:33])=[CH:15][C:14]=3[C:19]([F:20])([F:22])[F:21])=[O:7])([CH3:4])([CH3:2])[CH3:3]. The yield is 0.590. (3) The product is [Cl:22][C:5]1[C:6]([CH2:8][CH2:9][C:10]2[CH:15]=[CH:14][CH:13]=[CH:12][C:11]=2[C:16]2([C:19]([NH2:21])=[O:20])[CH2:18][CH2:17]2)=[N:7][C:2]([NH:34][C:32]2[O:31][CH:30]=[CH:29][N:33]=2)=[N:3][CH:4]=1. The catalyst is O1CCOCC1.C1CCCCC1.CC(C)=O. The reactants are Cl[C:2]1[N:7]=[C:6]([CH2:8][CH2:9][C:10]2[CH:15]=[CH:14][CH:13]=[CH:12][C:11]=2[C:16]2([C:19]([NH2:21])=[O:20])[CH2:18][CH2:17]2)[C:5]([Cl:22])=[CH:4][N:3]=1.C([O-])([O-])=O.[Cs+].[Cs+].[CH:29]1[N:33]=[C:32]([NH2:34])[O:31][CH:30]=1.CC1(C)C2C(=C(P(C3C=CC=CC=3)C3C=CC=CC=3)C=CC=2)OC2C(P(C3C=CC=CC=3)C3C=CC=CC=3)=CC=CC1=2. The yield is 0.0600. (4) The reactants are Cl[C:2]1[C:7]([Cl:8])=[CH:6][C:5]([O:9][CH2:10][CH:11]([O:15][CH2:16][CH3:17])[O:12][CH2:13][CH3:14])=[CH:4][N:3]=1.CC(C)([O-])C.[K+].[CH3:24][O:25][C:26]1[N:31]=[C:30]2[S:32][C:33]([NH:35][C:36]3[C:45]4[C:40](=[CH:41][CH:42]=[C:43]([OH:46])[CH:44]=4)[N:39]=[CH:38][N:37]=3)=[N:34][C:29]2=[CH:28][CH:27]=1.[Cl-].[NH4+]. The catalyst is CN(C)C(=O)C. The product is [Cl:8][C:7]1[C:2]([O:46][C:43]2[CH:44]=[C:45]3[C:40](=[CH:41][CH:42]=2)[N:39]=[CH:38][N:37]=[C:36]3[NH:35][C:33]2[S:32][C:30]3[C:29]([N:34]=2)=[CH:28][CH:27]=[C:26]([O:25][CH3:24])[N:31]=3)=[N:3][CH:4]=[C:5]([O:9][CH2:10][CH:11]([O:15][CH2:16][CH3:17])[O:12][CH2:13][CH3:14])[CH:6]=1. The yield is 0.0200.